This data is from Reaction yield outcomes from USPTO patents with 853,638 reactions. The task is: Predict the reaction yield, written as a fraction of the theoretical maximum amount of product (1.0 means a 100% yield; for example, 0.34 means a 34% yield). The reactants are [CH3:1][C:2]1[NH:3][C:4]2[CH2:5][C:6]([CH3:21])([CH3:20])[CH2:7][C:8](=[O:19])[C:9]=2[C:10]=1[S:11][C:12]1[CH:17]=[CH:16][C:15]([CH3:18])=[CH:14][CH:13]=1.Br[CH2:23][C:24]([O:26][CH2:27][CH3:28])=[O:25].[H-].[Na+]. The catalyst is CN(C)C=O. The product is [CH3:1][C:2]1[N:3]([CH2:23][C:24]([O:26][CH2:27][CH3:28])=[O:25])[C:4]2[CH2:5][C:6]([CH3:21])([CH3:20])[CH2:7][C:8](=[O:19])[C:9]=2[C:10]=1[S:11][C:12]1[CH:13]=[CH:14][C:15]([CH3:18])=[CH:16][CH:17]=1. The yield is 0.790.